Task: Predict the reaction yield, written as a fraction of the theoretical maximum amount of product (1.0 means a 100% yield; for example, 0.34 means a 34% yield).. Dataset: Reaction yield outcomes from USPTO patents with 853,638 reactions (1) The reactants are [F:1][C:2]1[CH:10]=[C:9]([F:11])[CH:8]=[CH:7][C:3]=1[C:4]([OH:6])=[O:5].O(C(O[C:16]([CH3:19])([CH3:18])[CH3:17])=O)C(O[C:16]([CH3:19])([CH3:18])[CH3:17])=O. The catalyst is ClCCl.CC(O)(C)C. The product is [C:16]([O:5][C:4](=[O:6])[C:3]1[CH:7]=[CH:8][C:9]([F:11])=[CH:10][C:2]=1[F:1])([CH3:19])([CH3:18])[CH3:17]. The yield is 0.840. (2) The reactants are [Cl:1][C:2]1[CH:11]=[CH:10][C:9](I)=[CH:8][C:3]=1[C:4]([O:6][CH3:7])=[O:5].C(=O)([O-])[O-].[Cs+].[Cs+].[CH3:19][N:20]([CH3:27])[CH:21]1[CH2:26][CH2:25][NH:24][CH2:23][CH2:22]1. The catalyst is O1CCOCC1.C([O-])(=O)C.[Pd+2].C([O-])(=O)C.C1C=CC(P(C2C(C3C(P(C4C=CC=CC=4)C4C=CC=CC=4)=CC=C4C=3C=CC=C4)=C3C(C=CC=C3)=CC=2)C2C=CC=CC=2)=CC=1. The product is [Cl:1][C:2]1[CH:11]=[CH:10][C:9]([N:24]2[CH2:25][CH2:26][CH:21]([N:20]([CH3:27])[CH3:19])[CH2:22][CH2:23]2)=[CH:8][C:3]=1[C:4]([O:6][CH3:7])=[O:5]. The yield is 0.683. (3) The yield is 0.800. The product is [F:20][C:9]([F:21])([C:8]1[C:6]2=[N:7][C:2]([C:36]3[CH:40]=[N:39][N:34]([CH3:29])[CH:35]=3)=[CH:3][CH:4]=[C:5]2[O:51][N:49]=1)[C:10]1[CH:11]=[C:12]2[C:17](=[CH:18][CH:19]=1)[N:16]=[CH:15][CH:14]=[CH:13]2. The catalyst is CCOCC. The reactants are Cl[C:2]1[N:7]=[C:6]([C:8](=O)[C:9]([F:21])([F:20])[C:10]2[CH:11]=[C:12]3[C:17](=[CH:18][CH:19]=2)[N:16]=[CH:15][CH:14]=[CH:13]3)[C:5](F)=[CH:4][CH:3]=1.C([Li])CCC.[CH2:29]1[N:34]2[CH2:35][CH2:36][N:34]([CH2:35][CH2:36]2)[CH2:29]1.ClC1C=CC(F)=[CH:40][N:39]=1.FC(F)(C1C=C2C(=CC=1)N=CC=C2)C([N:49]([O:51]C)C)=O. (4) The reactants are [N:1]1[C:10]2[C:5](=[CH:6][CH:7]=[CH:8][CH:9]=2)[CH:4]=[C:3]([CH:11]=O)[CH:2]=1.CN.CO.CC(O)=O.[BH3-][C:22]#[N:23].[Na+]. The catalyst is CO. The product is [CH3:22][NH:23][CH2:11][C:3]1[CH:2]=[N:1][C:10]2[C:5]([CH:4]=1)=[CH:6][CH:7]=[CH:8][CH:9]=2. The yield is 0.240. (5) The reactants are O=[CH:2][C:3]1[CH:11]=[CH:10][C:8]([OH:9])=[C:5]([O:6][CH3:7])[CH:4]=1.[C:12]([O-:15])(=[O:14])[CH3:13].[Na+].[C:17](OC(=O)C)(=[O:19])[CH3:18]. The catalyst is N1C=CC=CC=1. The product is [C:17]([O:9][C:8]1[CH:10]=[CH:11][C:3](/[CH:2]=[CH:13]/[C:12]([OH:15])=[O:14])=[CH:4][C:5]=1[O:6][CH3:7])(=[O:19])[CH3:18]. The yield is 0.690.